From a dataset of CYP2D6 inhibition data for predicting drug metabolism from PubChem BioAssay. Regression/Classification. Given a drug SMILES string, predict its absorption, distribution, metabolism, or excretion properties. Task type varies by dataset: regression for continuous measurements (e.g., permeability, clearance, half-life) or binary classification for categorical outcomes (e.g., BBB penetration, CYP inhibition). Dataset: cyp2d6_veith. (1) The compound is O=C(O)Cc1cccc2c(=O)cc(-c3ccccc3)oc12. The result is 0 (non-inhibitor). (2) The compound is COc1ccc(-c2nnc(SCc3cccc(C)c3)n2N)cc1. The result is 1 (inhibitor). (3) The drug is COc1ccc2nc3oc(C(=O)NCc4cccs4)cc3cc2c1. The result is 0 (non-inhibitor). (4) The molecule is Cc1cccc(OCCCCCn2ccnc2)c1. The result is 1 (inhibitor). (5) The molecule is OC[C@@H](O)CNc1ncnc2ccccc12. The result is 0 (non-inhibitor).